This data is from Catalyst prediction with 721,799 reactions and 888 catalyst types from USPTO. The task is: Predict which catalyst facilitates the given reaction. (1) Reactant: [CH3:1][O:2][C:3]1[C:4]([OH:20])=[C:5]([C:9]2[N:13]([C:14]3[CH:19]=[CH:18][CH:17]=[CH:16][CH:15]=3)[N:12]=[CH:11][CH:10]=2)[N:6]=[N:7][CH:8]=1.Br[C:22]1[CH:23]=[N:24][CH:25]=[N:26][CH:27]=1.C(=O)([O-])[O-].[K+].[K+].COC1C2C(=C3C(=CC=2)C(OC)=CC=N3)N=CC=1.C(=O)([O-])O.[Na+]. Product: [CH3:1][O:2][C:3]1[C:4](=[O:20])[C:5]([C:9]2[N:13]([C:14]3[CH:19]=[CH:18][CH:17]=[CH:16][CH:15]=3)[N:12]=[CH:11][CH:10]=2)=[N:6][N:7]([C:22]2[CH:23]=[N:24][CH:25]=[N:26][CH:27]=2)[CH:8]=1. The catalyst class is: 156. (2) Reactant: [NH2:1][CH2:2][C:3]1[C:8]([CH2:9][CH3:10])=[N:7][C:6]2[N:11]([CH2:14][CH3:15])[N:12]=[CH:13][C:5]=2[C:4]=1[NH:16][CH:17]1[CH2:22][CH2:21][O:20][CH2:19][CH2:18]1.[CH3:23][O:24][C:25]([C:27]1[CH:35]=[CH:34][C:30]([C:31](O)=[O:32])=[CH:29][CH:28]=1)=[O:26].CN(C(ON1N=NC2C=CC=CC1=2)=[N+](C)C)C.F[P-](F)(F)(F)(F)F.CCN(CC)CC. Product: [CH2:14]([N:11]1[C:6]2=[N:7][C:8]([CH2:9][CH3:10])=[C:3]([CH2:2][NH:1][C:31]([C:30]3[CH:34]=[CH:35][C:27]([C:25]([O:24][CH3:23])=[O:26])=[CH:28][CH:29]=3)=[O:32])[C:4]([NH:16][CH:17]3[CH2:18][CH2:19][O:20][CH2:21][CH2:22]3)=[C:5]2[CH:13]=[N:12]1)[CH3:15]. The catalyst class is: 2. (3) The catalyst class is: 476. Product: [C:22]([CH:4]1[CH2:5][CH2:6][N:1]([C:17]([O:20][C:10]([CH3:11])([CH3:15])[CH3:16])=[O:19])[CH2:2][CH2:3]1)(=[O:23])[CH3:21]. Reactant: [NH:1]1[CH2:6][CH2:5][CH2:4][CH2:3][CH2:2]1.C[Mg]Br.[C:10]1([CH3:16])[CH:15]=CC=C[CH:11]=1.[C:17]([OH:20])(=[O:19])C.[CH3:21][CH2:22][O:23]CC.